From a dataset of Full USPTO retrosynthesis dataset with 1.9M reactions from patents (1976-2016). Predict the reactants needed to synthesize the given product. (1) Given the product [Cl:11][C:9]1[CH:10]=[C:5]([CH2:4][CH2:3][OH:2])[CH:6]=[C:7]([Cl:13])[C:8]=1[OH:12], predict the reactants needed to synthesize it. The reactants are: C[O:2][C:3](=O)[CH2:4][C:5]1[CH:10]=[C:9]([Cl:11])[C:8]([OH:12])=[C:7]([Cl:13])[CH:6]=1.[H-].[Al+3].[Li+].[H-].[H-].[H-].Cl. (2) Given the product [N:1]1([CH2:5][C@@H:6]([N:7]([CH3:8])[C:34](=[O:35])[CH2:33][C:28]2[CH:29]=[CH:30][C:31]([Cl:32])=[C:26]([Cl:25])[CH:27]=2)[C:9]2[CH:10]=[CH:11][C:12]([O:15][CH2:16][CH2:17][OH:18])=[CH:13][CH:14]=2)[CH2:2][CH2:3][CH2:4]1, predict the reactants needed to synthesize it. The reactants are: [N:1]1([CH2:5][C@H:6]([C:9]2[CH:14]=[CH:13][C:12]([O:15][CH2:16][CH2:17][O:18]C3CCCCO3)=[CH:11][CH:10]=2)[NH:7][CH3:8])[CH2:4][CH2:3][CH2:2]1.[Cl:25][C:26]1[CH:27]=[C:28]([CH2:33][C:34](O)=[O:35])[CH:29]=[CH:30][C:31]=1[Cl:32].C(N(CC)C(C)C)(C)C.F[B-](F)(F)F.N1(OC(N(C)C)=[N+](C)C)C2C=CC=CC=2N=N1.CC1C=CC(S(O)(=O)=O)=CC=1. (3) Given the product [Cl:1][C:2]1[CH:7]=[C:6]([N+:8]([O-:10])=[O:9])[CH:5]=[CH:4][C:3]=1[S:18][C:12]1[CH:17]=[CH:16][CH:15]=[CH:14][CH:13]=1, predict the reactants needed to synthesize it. The reactants are: [Cl:1][C:2]1[CH:7]=[C:6]([N+:8]([O-:10])=[O:9])[CH:5]=[CH:4][C:3]=1F.[C:12]1([SH:18])[CH:17]=[CH:16][CH:15]=[CH:14][CH:13]=1.C(=O)([O-])[O-].[K+].[K+].CN(C=O)C. (4) Given the product [ClH:1].[Cl:1][C:2]1[C:7]2[O:8][C:9]3[CH2:14][CH2:13][NH:12][CH2:11][C:10]=3[C:6]=2[CH:5]=[C:4]([CH:15]([C:17]2[CH:22]=[CH:21][CH:20]=[CH:19][CH:18]=2)[CH3:16])[CH:3]=1, predict the reactants needed to synthesize it. The reactants are: [Cl:1][C:2]1[C:7]2[O:8][C:9]3[CH2:14][CH2:13][NH:12][CH2:11][C:10]=3[C:6]=2[CH:5]=[C:4]([C:15]([C:17]2[CH:22]=[CH:21][CH:20]=[CH:19][CH:18]=2)=[CH2:16])[CH:3]=1.C([SiH](CC)CC)C.FC(F)(F)C(O)=O. (5) Given the product [C:29]([N:20]1[CH2:21][CH2:22][C:23]2([CH2:28][CH2:27][N:26]([C:2]3[C:3]([Cl:18])=[C:4]([NH:10][C:11](=[O:17])[O:12][C:13]([CH3:16])([CH3:15])[CH3:14])[CH:5]=[C:6]([C:8]#[N:9])[CH:7]=3)[CH2:25][CH2:24]2)[CH2:19]1)(=[O:31])[CH3:30], predict the reactants needed to synthesize it. The reactants are: Br[C:2]1[C:3]([Cl:18])=[C:4]([NH:10][C:11](=[O:17])[O:12][C:13]([CH3:16])([CH3:15])[CH3:14])[CH:5]=[C:6]([C:8]#[N:9])[CH:7]=1.[CH2:19]1[C:23]2([CH2:28][CH2:27][NH:26][CH2:25][CH2:24]2)[CH2:22][CH2:21][N:20]1[C:29](=[O:31])[CH3:30].C1C=CC(P(C2C(C3C(P(C4C=CC=CC=4)C4C=CC=CC=4)=CC=C4C=3C=CC=C4)=C3C(C=CC=C3)=CC=2)C2C=CC=CC=2)=CC=1.C([O-])([O-])=O.[Cs+].[Cs+]. (6) Given the product [C:40]([NH:2][CH2:3][CH:4]([NH:15][C:16](=[O:38])[CH2:17][N:18]1[C:22](=[O:23])[N:21]([CH2:24][C@H:25]([OH:30])[C:26]([F:29])([F:27])[F:28])[C:20]([C:31]2[CH:36]=[CH:35][C:34]([Cl:37])=[CH:33][CH:32]=2)=[N:19]1)[C:5]1[CH:10]=[CH:9][CH:8]=[C:7]([C:11]([F:12])([F:14])[F:13])[CH:6]=1)(=[O:39])[NH2:41], predict the reactants needed to synthesize it. The reactants are: Cl.[NH2:2][CH2:3][CH:4]([NH:15][C:16](=[O:38])[CH2:17][N:18]1[C:22](=[O:23])[N:21]([CH2:24][C@H:25]([OH:30])[C:26]([F:29])([F:28])[F:27])[C:20]([C:31]2[CH:36]=[CH:35][C:34]([Cl:37])=[CH:33][CH:32]=2)=[N:19]1)[C:5]1[CH:10]=[CH:9][CH:8]=[C:7]([C:11]([F:14])([F:13])[F:12])[CH:6]=1.[O-:39][C:40]#[N:41].[K+]. (7) Given the product [Cl:27][C:28]1[C:37]2[C:32](=[CH:33][C:34]([O:13][C@H:14]3[CH2:19][CH2:18][CH2:17][N:16]([C:20]([O:22][C:23]([CH3:26])([CH3:25])[CH3:24])=[O:21])[CH2:15]3)=[C:35]([O:38][CH3:39])[CH:36]=2)[N:31]=[CH:30][N:29]=1, predict the reactants needed to synthesize it. The reactants are: CCOC(/N=N/C(OCC)=O)=O.[OH:13][C@@H:14]1[CH2:19][CH2:18][CH2:17][N:16]([C:20]([O:22][C:23]([CH3:26])([CH3:25])[CH3:24])=[O:21])[CH2:15]1.[Cl:27][C:28]1[C:37]2[C:32](=[CH:33][C:34](O)=[C:35]([O:38][CH3:39])[CH:36]=2)[N:31]=[CH:30][N:29]=1.C1(P(C2C=CC=CC=2)C2C=CC=CC=2)C=CC=CC=1.